From a dataset of Reaction yield outcomes from USPTO patents with 853,638 reactions. Predict the reaction yield, written as a fraction of the theoretical maximum amount of product (1.0 means a 100% yield; for example, 0.34 means a 34% yield). The reactants are [Br:1][C:2]1[CH:3]=[C:4]([C:8]2[O:9][C:10]([CH3:15])=[C:11]([CH3:14])[N+:12]=2[O-])[CH:5]=[CH:6][CH:7]=1.P(Cl)(Cl)([Cl:18])=O. The catalyst is C(Cl)(Cl)Cl. The product is [Br:1][C:2]1[CH:3]=[C:4]([C:8]2[O:9][C:10]([CH3:15])=[C:11]([CH2:14][Cl:18])[N:12]=2)[CH:5]=[CH:6][CH:7]=1. The yield is 0.720.